Task: Predict the reactants needed to synthesize the given product.. Dataset: Full USPTO retrosynthesis dataset with 1.9M reactions from patents (1976-2016) (1) Given the product [F:25][CH:24]([F:26])[O:23][C:20]1[CH:21]=[CH:22][C:17]([C:13]#[C:12][C:10]2[CH:9]=[CH:8][C:7]([F:14])=[C:6]([O:5][CH2:4][CH2:3][CH:2]([F:1])[F:15])[CH:11]=2)=[CH:18][CH:19]=1, predict the reactants needed to synthesize it. The reactants are: [F:1][CH:2]([F:15])[CH2:3][CH2:4][O:5][C:6]1[CH:11]=[C:10]([C:12]#[CH:13])[CH:9]=[CH:8][C:7]=1[F:14].I[C:17]1[CH:22]=[CH:21][C:20]([O:23][CH:24]([F:26])[F:25])=[CH:19][CH:18]=1. (2) Given the product [S:30]1[C:34]2[CH:35]=[CH:36][CH:37]=[CH:38][C:33]=2[N:32]=[C:31]1[C:39]([N:41]1[CH2:46][CH2:45][CH:44]([C:47]2[CH:52]=[CH:51][CH:50]=[C:49]([C:3]([F:17])([F:16])[F:2])[CH:48]=2)[CH2:43][CH2:42]1)=[O:40], predict the reactants needed to synthesize it. The reactants are: Cl.[F:2][C:3]([F:17])([F:16])C1C=CC=CC=1C1CCNCC1.S1C2C=CC=CC=2N=C1C(O)=O.[S:30]1[C:34]2[CH:35]=[CH:36][CH:37]=[CH:38][C:33]=2[N:32]=[C:31]1[C:39]([N:41]1[CH2:46][CH2:45][CH:44]([C:47]2[CH:52]=[CH:51][CH:50]=[CH:49][C:48]=2C(F)(F)F)[CH2:43][CH2:42]1)=[O:40]. (3) Given the product [O:1]=[C:2]1[C:7]([CH2:8][C:9]([O:11][CH3:13])=[O:10])=[CH:6][C:5](=[O:12])[NH:4][NH:3]1, predict the reactants needed to synthesize it. The reactants are: [O:1]=[C:2]1[C:7]([CH2:8][C:9]([OH:11])=[O:10])=[CH:6][C:5](=[O:12])[NH:4][NH:3]1.[CH3:13]O.Cl. (4) Given the product [CH:1]([C:4]1[CH:5]=[C:6]([C@@H:10]([NH:15][C:45]([C:41]2[CH:40]=[C:39]3[C:44](=[CH:43][CH:42]=2)[N:36]([CH2:35][C:32]2[CH:31]=[CH:30][C:29]([C:24]4[C:23]([C:21]([OH:22])=[O:20])=[CH:28][CH:27]=[CH:26][CH:25]=4)=[CH:34][CH:33]=2)[C:37]([CH3:49])=[C:38]3[CH3:48])=[O:46])[CH2:11][CH2:12][CH2:13][CH3:14])[CH:7]=[CH:8][CH:9]=1)([CH3:3])[CH3:2], predict the reactants needed to synthesize it. The reactants are: [CH:1]([C:4]1[CH:5]=[C:6]([C@@H:10]([NH2:15])[CH2:11][CH2:12][CH2:13][CH3:14])[CH:7]=[CH:8][CH:9]=1)([CH3:3])[CH3:2].C([O:20][C:21]([C:23]1[CH:28]=[CH:27][CH:26]=[CH:25][C:24]=1[C:29]1[CH:34]=[CH:33][C:32]([CH2:35][N:36]2[C:44]3[C:39](=[CH:40][C:41]([C:45](O)=[O:46])=[CH:42][CH:43]=3)[C:38]([CH3:48])=[C:37]2[CH3:49])=[CH:31][CH:30]=1)=[O:22])(C)(C)C.